The task is: Predict the reactants needed to synthesize the given product.. This data is from Retrosynthesis with 50K atom-mapped reactions and 10 reaction types from USPTO. (1) Given the product C=C(C)C(=O)OCCCCCCOc1ccc(C=Cc2ccc([N+](=O)[O-])cc2)cc1, predict the reactants needed to synthesize it. The reactants are: C=C(C)C(=O)Cl.O=[N+]([O-])c1ccc(C=Cc2ccc(OCCCCCCO)cc2)cc1. (2) Given the product C=Cc1cc(NC(=O)OC(C)(C)C)c([N+](=O)[O-])cc1C(F)(F)F, predict the reactants needed to synthesize it. The reactants are: C=CB(O)O.CC(C)(C)OC(=O)Nc1cc(Cl)c(C(F)(F)F)cc1[N+](=O)[O-]. (3) Given the product Cc1oc(-c2ccccc2)nc1COc1ccc(CO/N=C(\CCCCCCC(=O)O)c2ccc(Cl)cc2)cc1, predict the reactants needed to synthesize it. The reactants are: COC(=O)CCCCCC/C(=N\OCc1ccc(OCc2nc(-c3ccccc3)oc2C)cc1)c1ccc(Cl)cc1. (4) The reactants are: COC(=O)CCCCC(Br)C(O)c1cccnc1. Given the product COC(=O)CCCCC1OC1c1cccnc1, predict the reactants needed to synthesize it. (5) Given the product Cc1cn(-c2cc(N)cc(C(F)(F)F)c2)cn1, predict the reactants needed to synthesize it. The reactants are: Cc1cn(-c2cc([N+](=O)[O-])cc(C(F)(F)F)c2)cn1. (6) Given the product CCOC(=O)c1cnc2c(cnn2CC)c1OCC, predict the reactants needed to synthesize it. The reactants are: CCI.CCOC(=O)c1cnc2c(cnn2CC)c1O. (7) Given the product CC(C)(C)c1ccc(C(=O)Nc2ccc(-c3cnc(CCCC(=O)O)s3)cc2)cc1, predict the reactants needed to synthesize it. The reactants are: CC(C)(C)c1ccc(C(=O)Nc2ccc(-c3cnc(CCC(=O)O)s3)cc2)cc1.COC(=O)CCCc1ncc(-c2ccc(NC(=O)c3ccc(C(C)(C)C)cc3)cc2)s1. (8) Given the product COC(=O)c1cccc(CCC(C)(C)C)c1-c1ccc2nc(N)c(N3CCOCC3)cc2c1, predict the reactants needed to synthesize it. The reactants are: COC(=O)c1cccc(C#CC(C)(C)C)c1-c1ccc2nc(N)c(N3CCOCC3)cc2c1. (9) Given the product CC(C)CN(CC(C)C)C(=O)C(C)(C)c1ccc([N+](=O)[O-])c(NCCCN2CCCCC2)c1, predict the reactants needed to synthesize it. The reactants are: CC(C)CN(CC(C)C)C(=O)C(C)(C)c1ccc([N+](=O)[O-])c(Cl)c1.NCCCN1CCCCC1. (10) Given the product CC(C)(C)OC(=O)N1CCC(c2nc3cc(Br)ccc3o2)CC1, predict the reactants needed to synthesize it. The reactants are: Brc1ccc2oc(C3CCNCC3)nc2c1.CC(C)(C)OC(=O)OC(=O)OC(C)(C)C.